Predict which catalyst facilitates the given reaction. From a dataset of Catalyst prediction with 721,799 reactions and 888 catalyst types from USPTO. (1) Reactant: [C:1]1([CH2:7][CH2:8][NH2:9])[CH:6]=[CH:5][CH:4]=[CH:3][CH:2]=1.C(N(CC)CC)C.[Br:17][C:18]1[CH:26]=[CH:25][CH:24]=[CH:23][C:19]=1[C:20](Cl)=[O:21]. The catalyst class is: 4. Product: [C:1]1([CH2:7][CH2:8][NH:9][C:20](=[O:21])[C:19]2[CH:23]=[CH:24][CH:25]=[CH:26][C:18]=2[Br:17])[CH:6]=[CH:5][CH:4]=[CH:3][CH:2]=1. (2) Reactant: [Br:1][C:2]1[CH:7]=[CH:6][C:5]([CH2:8][CH2:9][C:10](N(OC)C)=[O:11])=[CH:4][CH:3]=1.[C:16]1([Mg]Br)[CH:21]=[CH:20][CH:19]=[CH:18][CH:17]=1. Product: [Br:1][C:2]1[CH:7]=[CH:6][C:5]([CH2:8][CH2:9][C:10]([C:16]2[CH:21]=[CH:20][CH:19]=[CH:18][CH:17]=2)=[O:11])=[CH:4][CH:3]=1. The catalyst class is: 1. (3) Reactant: [Br:1][C:2]1[C:3]([CH3:17])=[N:4][S:5][C:6]=1[NH:7][C@H:8]([C:13]([O:15]C)=[O:14])[CH2:9][CH:10]([CH3:12])[CH3:11].[OH-].[Li+]. Product: [Br:1][C:2]1[C:3]([CH3:17])=[N:4][S:5][C:6]=1[NH:7][C@H:8]([C:13]([OH:15])=[O:14])[CH2:9][CH:10]([CH3:12])[CH3:11]. The catalyst class is: 5.